Dataset: Catalyst prediction with 721,799 reactions and 888 catalyst types from USPTO. Task: Predict which catalyst facilitates the given reaction. (1) Reactant: [O:1]([C:8]1[CH:9]=[C:10]([CH:31]=[CH:32][CH:33]=1)[CH2:11][NH:12][CH2:13][CH2:14][C:15]1[C:23]2[C:18](=[CH:19][CH:20]=[C:21]([O:24][C:25]3[CH:30]=[CH:29][CH:28]=[CH:27][CH:26]=3)[CH:22]=2)[NH:17][CH:16]=1)[C:2]1[CH:7]=[CH:6][CH:5]=[CH:4][CH:3]=1.[OH-].[Na+].[C:36](O[C:36]([O:38][C:39]([CH3:42])([CH3:41])[CH3:40])=[O:37])([O:38][C:39]([CH3:42])([CH3:41])[CH3:40])=[O:37].O. Product: [C:39]([O:38][C:36](=[O:37])[N:12]([CH2:11][C:10]1[CH:31]=[CH:32][CH:33]=[C:8]([O:1][C:2]2[CH:3]=[CH:4][CH:5]=[CH:6][CH:7]=2)[CH:9]=1)[CH2:13][CH2:14][C:15]1[C:23]2[C:18](=[CH:19][CH:20]=[C:21]([O:24][C:25]3[CH:26]=[CH:27][CH:28]=[CH:29][CH:30]=3)[CH:22]=2)[NH:17][CH:16]=1)([CH3:42])([CH3:41])[CH3:40]. The catalyst class is: 1. (2) Reactant: B(OC(C)C)(OC(C)C)OC(C)C.Br[C:15]1[CH:29]=[CH:28][C:18]([O:19][CH2:20][CH2:21][N:22]2[CH2:27][CH2:26][O:25][CH2:24][CH2:23]2)=[CH:17][CH:16]=1.C([Li])CCC.Cl.C(=O)([O-])[O-].[Na+].[Na+].Br[C:43]1[CH:44]=[C:45]2[C:51]([C:52]([O:54][CH3:55])=[O:53])=[CH:50][NH:49][C:46]2=[N:47][CH:48]=1. Product: [N:22]1([CH2:21][CH2:20][O:19][C:18]2[CH:28]=[CH:29][C:15]([C:43]3[CH:44]=[C:45]4[C:51]([C:52]([O:54][CH3:55])=[O:53])=[CH:50][NH:49][C:46]4=[N:47][CH:48]=3)=[CH:16][CH:17]=2)[CH2:27][CH2:26][O:25][CH2:24][CH2:23]1. The catalyst class is: 841. (3) Reactant: Cl[C:2]1[C:7]([N+:8]([O-:10])=[O:9])=[CH:6][CH:5]=[C:4]([Cl:11])[N:3]=1.C(=O)([O-])[O-].[K+].[K+].[F:18][C:19]1[CH:24]=[CH:23][C:22]([C@@H:25]([NH2:27])[CH3:26])=[CH:21][CH:20]=1. Product: [Cl:11][C:4]1[N:3]=[C:2]([NH:27][C@H:25]([C:22]2[CH:23]=[CH:24][C:19]([F:18])=[CH:20][CH:21]=2)[CH3:26])[C:7]([N+:8]([O-:10])=[O:9])=[CH:6][CH:5]=1. The catalyst class is: 23. (4) Reactant: Cl.[Br:2][C:3]1[CH:4]=[CH:5][CH:6]=[C:7]2[C:12]=1[N:11]=[C:10]([C:13]1[N:17]3[CH:18]=[CH:19][C:20]([C:22]([OH:24])=O)=[CH:21][C:16]3=[N:15][CH:14]=1)[CH:9]=[CH:8]2.[Li+].[Cl-].[CH3:27][NH:28][CH3:29].C(N(C(C)C)C(C)C)C.CN(C(ON1N=NC2C=CC=NC1=2)=[N+](C)C)C.F[P-](F)(F)(F)(F)F.C(=O)(O)[O-].[Na+]. Product: [Br:2][C:3]1[CH:4]=[CH:5][CH:6]=[C:7]2[C:12]=1[N:11]=[C:10]([C:13]1[N:17]3[CH:18]=[CH:19][C:20]([C:22]([N:28]([CH3:29])[CH3:27])=[O:24])=[CH:21][C:16]3=[N:15][CH:14]=1)[CH:9]=[CH:8]2. The catalyst class is: 2. (5) Reactant: Br[C:2]1[CH:7]=[CH:6][CH:5]=[C:4]([F:8])[C:3]=1[F:9].C([Li])CCCCC.[Cl:17][CH2:18][C:19]([CH2:21][Cl:22])=[O:20].Cl. Product: [Cl:17][CH2:18][C:19]([C:2]1[CH:7]=[CH:6][CH:5]=[C:4]([F:8])[C:3]=1[F:9])([OH:20])[CH2:21][Cl:22]. The catalyst class is: 27.